The task is: Regression. Given two drug SMILES strings and cell line genomic features, predict the synergy score measuring deviation from expected non-interaction effect.. This data is from NCI-60 drug combinations with 297,098 pairs across 59 cell lines. (1) Drug 1: COC1=CC(=CC(=C1O)OC)C2C3C(COC3=O)C(C4=CC5=C(C=C24)OCO5)OC6C(C(C7C(O6)COC(O7)C8=CC=CS8)O)O. Drug 2: CC1=C2C(C(=O)C3(C(CC4C(C3C(C(C2(C)C)(CC1OC(=O)C(C(C5=CC=CC=C5)NC(=O)C6=CC=CC=C6)O)O)OC(=O)C7=CC=CC=C7)(CO4)OC(=O)C)O)C)OC(=O)C. Cell line: NCI/ADR-RES. Synergy scores: CSS=-5.29, Synergy_ZIP=1.87, Synergy_Bliss=0.699, Synergy_Loewe=-1.91, Synergy_HSA=-1.96. (2) Drug 1: CCC1(CC2CC(C3=C(CCN(C2)C1)C4=CC=CC=C4N3)(C5=C(C=C6C(=C5)C78CCN9C7C(C=CC9)(C(C(C8N6C)(C(=O)OC)O)OC(=O)C)CC)OC)C(=O)OC)O.OS(=O)(=O)O. Drug 2: CC1=C2C(C(=O)C3(C(CC4C(C3C(C(C2(C)C)(CC1OC(=O)C(C(C5=CC=CC=C5)NC(=O)OC(C)(C)C)O)O)OC(=O)C6=CC=CC=C6)(CO4)OC(=O)C)O)C)O. Cell line: CCRF-CEM. Synergy scores: CSS=-7.08, Synergy_ZIP=2.38, Synergy_Bliss=-5.37, Synergy_Loewe=-7.07, Synergy_HSA=-9.00.